This data is from Peptide-MHC class II binding affinity with 134,281 pairs from IEDB. The task is: Regression. Given a peptide amino acid sequence and an MHC pseudo amino acid sequence, predict their binding affinity value. This is MHC class II binding data. (1) The peptide sequence is GNVWEVKSSKPLVGP. The MHC is DRB1_1101 with pseudo-sequence DRB1_1101. The binding affinity (normalized) is 0.0574. (2) The peptide sequence is LDLAVNAAVDAGIHF. The MHC is HLA-DPA10301-DPB10402 with pseudo-sequence HLA-DPA10301-DPB10402. The binding affinity (normalized) is 0.187. (3) The peptide sequence is EKKYFAATQHEPLAA. The MHC is HLA-DPA10103-DPB10601 with pseudo-sequence HLA-DPA10103-DPB10601. The binding affinity (normalized) is 0.529. (4) The peptide sequence is AAIGLSMAGSSAMILAAYHP. The MHC is DRB1_0301 with pseudo-sequence DRB1_0301. The binding affinity (normalized) is 0.111. (5) The MHC is DRB1_1101 with pseudo-sequence DRB1_1101. The peptide sequence is TIRVLALGNQEGSLK. The binding affinity (normalized) is 0.458. (6) The peptide sequence is NRLISYSGYKETPFL. The MHC is DRB1_0101 with pseudo-sequence DRB1_0101. The binding affinity (normalized) is 0.410.